Task: Predict the product of the given reaction.. Dataset: Forward reaction prediction with 1.9M reactions from USPTO patents (1976-2016) Given the reactants [F:1][C:2]([F:17])([F:16])[O:3][C:4]1[CH:15]=[CH:14][C:7]([CH:8]=[C:9]([C:12]#[N:13])[C:10]#[N:11])=[CH:6][CH:5]=1.[CH2:18]([Sn](CCCC)(CCCC)CCCC)[CH:19]=[CH2:20].CI.N(C(C)(C)C#N)=N[C:38](C)(C)C#N, predict the reaction product. The product is: [CH2:20]([C:9]([CH:8]([C:7]1[CH:6]=[CH:5][C:4]([O:3][C:2]([F:16])([F:17])[F:1])=[CH:15][CH:14]=1)[CH3:38])([C:12]#[N:13])[C:10]#[N:11])[CH:19]=[CH2:18].